From a dataset of M1 muscarinic receptor antagonist screen with 61,756 compounds. Binary Classification. Given a drug SMILES string, predict its activity (active/inactive) in a high-throughput screening assay against a specified biological target. The drug is O1c2c(OCC1)ccc(NC(=O)C(CCC)C)c2. The result is 0 (inactive).